From a dataset of NCI-60 drug combinations with 297,098 pairs across 59 cell lines. Regression. Given two drug SMILES strings and cell line genomic features, predict the synergy score measuring deviation from expected non-interaction effect. Drug 1: C1=CC(=CC=C1CC(C(=O)O)N)N(CCCl)CCCl.Cl. Synergy scores: CSS=63.2, Synergy_ZIP=-0.376, Synergy_Bliss=-1.84, Synergy_Loewe=-2.21, Synergy_HSA=1.71. Drug 2: CC1CCC2CC(C(=CC=CC=CC(CC(C(=O)C(C(C(=CC(C(=O)CC(OC(=O)C3CCCCN3C(=O)C(=O)C1(O2)O)C(C)CC4CCC(C(C4)OC)O)C)C)O)OC)C)C)C)OC. Cell line: MOLT-4.